From a dataset of Full USPTO retrosynthesis dataset with 1.9M reactions from patents (1976-2016). Predict the reactants needed to synthesize the given product. (1) Given the product [CH:48]([N:12]1[CH:13]=[C:9]([C:53]2[CH:54]=[C:55]([NH:60][C:61]3[N:66]=[C:65]([C:67]([F:69])([F:70])[F:68])[CH:64]=[CH:63][N:62]=3)[CH:56]=[C:57]([CH3:59])[CH:58]=2)[CH:10]=[N:11]1)([CH3:50])[CH3:49], predict the reactants needed to synthesize it. The reactants are: CC1(C)C(C)(C)OB([C:9]2[CH:10]=[N:11][NH:12][CH:13]=2)O1.C1(P(C2C=CC=CC=2)C2C=CC=CC=2)C=CC=CC=1.N(C(OC(C)C)=O)NC(OC(C)C)=O.[CH:48](O)([CH3:50])[CH3:49].Br[C:53]1[CH:54]=[C:55]([NH:60][C:61]2[N:66]=[C:65]([C:67]([F:70])([F:69])[F:68])[CH:64]=[CH:63][N:62]=2)[CH:56]=[C:57]([CH3:59])[CH:58]=1.C(=O)([O-])[O-].[Na+].[Na+]. (2) Given the product [CH2:1]([O:8][C:9]1[CH:10]=[C:11]2[C:15](=[CH:16][CH:17]=1)[NH:14][CH:13]=[C:12]2[CH:19]([C:20]1[CH:25]=[CH:24][CH:23]=[CH:22][CH:21]=1)[N:26]1[CH2:27][CH2:28][CH2:29][CH2:30][CH2:31]1)[C:2]1[CH:3]=[CH:4][CH:5]=[CH:6][CH:7]=1, predict the reactants needed to synthesize it. The reactants are: [CH2:1]([O:8][C:9]1[CH:10]=[C:11]2[C:15](=[CH:16][CH:17]=1)[NH:14][CH:13]=[CH:12]2)[C:2]1[CH:7]=[CH:6][CH:5]=[CH:4][CH:3]=1.[Cl-].[CH:19](=[N+:26]1[CH2:31][CH2:30][CH2:29][CH2:28][CH2:27]1)[C:20]1[CH:25]=[CH:24][CH:23]=[CH:22][CH:21]=1. (3) Given the product [CH3:44][O:45][CH2:46][CH:47]([O:12][C:5]1[CH:6]=[CH:7][CH:8]=[C:9]2[C:4]=1[N:3]=[C:2]([CH3:1])[CH:11]=[CH:10]2)[CH3:48], predict the reactants needed to synthesize it. The reactants are: [CH3:1][C:2]1[CH:11]=[CH:10][C:9]2[C:4](=[C:5]([OH:12])[CH:6]=[CH:7][CH:8]=2)[N:3]=1.C1C=CC(P(C2C=CC=CC=2)C2C=CC=CC=2)=CC=1.CCOC(/N=N/C(OCC)=O)=O.[CH3:44][O:45][CH2:46][CH:47](O)[CH3:48].